This data is from Reaction yield outcomes from USPTO patents with 853,638 reactions. The task is: Predict the reaction yield, written as a fraction of the theoretical maximum amount of product (1.0 means a 100% yield; for example, 0.34 means a 34% yield). (1) The reactants are [CH2:1]([O:3][C:4]([C:6]1[N:10]([C:11]2[CH:16]=[CH:15][C:14]([O:17][CH:18]3[CH2:22][CH2:21][CH2:20][CH2:19]3)=[CH:13][CH:12]=2)[C:9]2[CH:23]=[C:24](Br)[S:25][C:8]=2[CH:7]=1)=[O:5])[CH3:2].[CH3:27][C:28]1[S:32][C:31]([Sn](CCCC)(CCCC)CCCC)=[CH:30][CH:29]=1.[NH4+].[Cl-]. The catalyst is C1(C)C=CC=CC=1.C1C=CC([P]([Pd]([P](C2C=CC=CC=2)(C2C=CC=CC=2)C2C=CC=CC=2)([P](C2C=CC=CC=2)(C2C=CC=CC=2)C2C=CC=CC=2)[P](C2C=CC=CC=2)(C2C=CC=CC=2)C2C=CC=CC=2)(C2C=CC=CC=2)C2C=CC=CC=2)=CC=1. The product is [CH2:1]([O:3][C:4]([C:6]1[N:10]([C:11]2[CH:16]=[CH:15][C:14]([O:17][CH:18]3[CH2:22][CH2:21][CH2:20][CH2:19]3)=[CH:13][CH:12]=2)[C:9]2[CH:23]=[C:24]([C:31]3[S:32][C:28]([CH3:27])=[CH:29][CH:30]=3)[S:25][C:8]=2[CH:7]=1)=[O:5])[CH3:2]. The yield is 0.760. (2) The catalyst is C(#N)C.C(OCC)(=O)C.[Ru]([O-])(=O)(=O)=O.C([N+](CCC)(CCC)CCC)CC. The yield is 1.00. The reactants are [Br:1]/[CH:2]=[C:3]1\[CH2:4][CH2:5][CH2:6][C@@:7]2([CH3:15])[C@H:11]\1[CH2:10][CH2:9][C@@H:8]2[C@@H:12]([OH:14])[CH3:13].C[N+]1([O-])CCOCC1. The product is [Br:1]/[CH:2]=[C:3]1\[CH2:4][CH2:5][CH2:6][C@@:7]2([CH3:15])[C@H:11]\1[CH2:10][CH2:9][C@@H:8]2[C:12](=[O:14])[CH3:13]. (3) The reactants are [CH3:1][N:2]1[CH2:7][CH2:6][N:5]([CH2:8][C:9]([N:11]2[C:19]3[C:14](=[CH:15][C:16]([N+:20]([O-])=O)=[CH:17][CH:18]=3)[CH:13]=[CH:12]2)=[O:10])[CH2:4][CH2:3]1. The catalyst is [Pd].CO. The product is [NH2:20][C:16]1[CH:15]=[C:14]2[C:19](=[CH:18][CH:17]=1)[N:11]([C:9](=[O:10])[CH2:8][N:5]1[CH2:6][CH2:7][N:2]([CH3:1])[CH2:3][CH2:4]1)[CH:12]=[CH:13]2. The yield is 0.660.